Dataset: Catalyst prediction with 721,799 reactions and 888 catalyst types from USPTO. Task: Predict which catalyst facilitates the given reaction. Reactant: [Cl:1][C:2]1[CH:3]=[C:4]([C:8]2[C:13]3[N:14]([CH2:29][C@H:30]4[CH2:35][CH2:34][C@H:33]([CH3:36])[CH2:32][CH2:31]4)[C:15]([N:17]4[CH2:22][CH2:21][O:20][CH2:19][C@H:18]4[C:23]4[CH:28]=[CH:27][CH:26]=[CH:25][CH:24]=4)=[N:16][C:12]=3[CH:11]=[C:10]([NH2:37])[N:9]=2)[CH:5]=[N:6][CH:7]=1.[CH3:38][S:39](Cl)(=[O:41])=[O:40].CO.[Li+].[OH-]. Product: [Cl:1][C:2]1[CH:3]=[C:4]([C:8]2[C:13]3[N:14]([CH2:29][C@H:30]4[CH2:35][CH2:34][C@H:33]([CH3:36])[CH2:32][CH2:31]4)[C:15]([N:17]4[CH2:22][CH2:21][O:20][CH2:19][C@H:18]4[C:23]4[CH:28]=[CH:27][CH:26]=[CH:25][CH:24]=4)=[N:16][C:12]=3[CH:11]=[C:10]([NH:37][S:39]([CH3:38])(=[O:41])=[O:40])[N:9]=2)[CH:5]=[N:6][CH:7]=1. The catalyst class is: 46.